From a dataset of Catalyst prediction with 721,799 reactions and 888 catalyst types from USPTO. Predict which catalyst facilitates the given reaction. (1) Reactant: [C:1]1([C:26]2[CH:31]=[CH:30][CH:29]=[CH:28][CH:27]=2)[CH:6]=[CH:5][C:4]([C:7]2[O:8][C:9]([CH3:25])=[C:10]([CH2:12][CH2:13]OS(C3C=CC(C)=CC=3)(=O)=O)[N:11]=2)=[CH:3][CH:2]=1.[CH2:32]([O:34][C:35](=[O:47])[C:36]([O:39][C:40]1[CH:45]=[CH:44][CH:43]=[C:42]([OH:46])[CH:41]=1)([CH3:38])[CH3:37])[CH3:33].C([O-])([O-])=O.[Cs+].[Cs+]. Product: [CH2:32]([O:34][C:35](=[O:47])[C:36]([O:39][C:40]1[CH:45]=[CH:44][CH:43]=[C:42]([O:46][CH2:13][CH2:12][C:10]2[N:11]=[C:7]([C:4]3[CH:5]=[CH:6][C:1]([C:26]4[CH:31]=[CH:30][CH:29]=[CH:28][CH:27]=4)=[CH:2][CH:3]=3)[O:8][C:9]=2[CH3:25])[CH:41]=1)([CH3:38])[CH3:37])[CH3:33]. The catalyst class is: 3. (2) Reactant: C([O:3][C:4]([CH:6]1[CH2:11][CH2:10][N:9]([CH2:12][CH2:13][O:14][CH3:15])[CH2:8][CH2:7]1)=O)C.[H-].C([Al+]CC(C)C)C(C)C. Product: [CH3:15][O:14][CH2:13][CH2:12][N:9]1[CH2:10][CH2:11][CH:6]([CH:4]=[O:3])[CH2:7][CH2:8]1. The catalyst class is: 11.